From a dataset of Blood-brain barrier penetration binary classification data from Martins et al.. Regression/Classification. Given a drug SMILES string, predict its absorption, distribution, metabolism, or excretion properties. Task type varies by dataset: regression for continuous measurements (e.g., permeability, clearance, half-life) or binary classification for categorical outcomes (e.g., BBB penetration, CYP inhibition). Dataset: bbb_martins. The molecule is CO/N=C(\C(=O)N[C@@H]1C(=O)N2C(C(=O)O)=CCS[C@H]12)c1csc(N)n1. The result is 0 (does not penetrate BBB).